Dataset: Reaction yield outcomes from USPTO patents with 853,638 reactions. Task: Predict the reaction yield, written as a fraction of the theoretical maximum amount of product (1.0 means a 100% yield; for example, 0.34 means a 34% yield). (1) The reactants are [C:1]1([C:7]2[C:15]([C:16]([O:18]CC)=[O:17])=[C:10]3[CH:11]=[CH:12][CH:13]=[CH:14][N:9]3[N:8]=2)[CH:6]=[CH:5][CH:4]=[CH:3][CH:2]=1.[OH-].[Na+].[ClH:23]. The catalyst is CCO. The product is [ClH:23].[C:1]1([C:7]2[C:15]([C:16]([OH:18])=[O:17])=[C:10]3[CH:11]=[CH:12][CH:13]=[CH:14][N:9]3[N:8]=2)[CH:2]=[CH:3][CH:4]=[CH:5][CH:6]=1. The yield is 0.952. (2) The reactants are [Br:1][C:2]1[CH:3]=[C:4]([CH2:11][O:12][Si](C(C)C)(C(C)C)C(C)C)[C:5]2[N:6]([N:8]=[CH:9][N:10]=2)[CH:7]=1.[F-].C([N+](CCCC)(CCCC)CCCC)CCC. The catalyst is C1COCC1. The product is [Br:1][C:2]1[CH:3]=[C:4]([CH2:11][OH:12])[C:5]2[N:6]([N:8]=[CH:9][N:10]=2)[CH:7]=1. The yield is 1.00. (3) The reactants are Br[C:2]1[CH:7]=[CH:6][C:5]([Cl:8])=[CH:4][CH:3]=1.[CH3:9][O:10][C:11]1[CH:16]=[CH:15][C:14]([N:17]2[CH2:22][CH2:21][N:20]([C:23]3[C:24]([CH3:37])=[C:25]([CH3:36])[C:26]4[O:30][C:29]([CH3:32])([CH3:31])[C:28](=[O:33])[C:27]=4[C:34]=3[CH3:35])[CH2:19][CH2:18]2)=[CH:13][CH:12]=1. The catalyst is CCCCCC. The product is [Cl:8][C:5]1[CH:6]=[CH:7][C:2]([C:28]2([OH:33])[C:27]3[C:34]([CH3:35])=[C:23]([N:20]4[CH2:21][CH2:22][N:17]([C:14]5[CH:15]=[CH:16][C:11]([O:10][CH3:9])=[CH:12][CH:13]=5)[CH2:18][CH2:19]4)[C:24]([CH3:37])=[C:25]([CH3:36])[C:26]=3[O:30][C:29]2([CH3:31])[CH3:32])=[CH:3][CH:4]=1. The yield is 0.710. (4) The reactants are Cl[C:2]1[N:7]=[C:6]([C:8]([F:11])([F:10])[F:9])[N:5]=[C:4]([NH:12][CH:13]2[CH2:18][CH2:17][N:16]([C:19]([O:21][C:22]([CH3:25])([CH3:24])[CH3:23])=[O:20])[CH2:15][CH2:14]2)[CH:3]=1.C([Sn](CCCC)(CCCC)/[CH:31]=[CH:32]\[O:33][CH2:34][CH3:35])CCC. The catalyst is C1(C)C=CC=CC=1.C1C=CC([P]([Pd]([P](C2C=CC=CC=2)(C2C=CC=CC=2)C2C=CC=CC=2)([P](C2C=CC=CC=2)(C2C=CC=CC=2)C2C=CC=CC=2)[P](C2C=CC=CC=2)(C2C=CC=CC=2)C2C=CC=CC=2)(C2C=CC=CC=2)C2C=CC=CC=2)=CC=1. The product is [CH2:34]([O:33]/[CH:32]=[CH:31]\[C:2]1[N:7]=[C:6]([C:8]([F:11])([F:10])[F:9])[N:5]=[C:4]([NH:12][CH:13]2[CH2:18][CH2:17][N:16]([C:19]([O:21][C:22]([CH3:25])([CH3:24])[CH3:23])=[O:20])[CH2:15][CH2:14]2)[CH:3]=1)[CH3:35]. The yield is 0.730. (5) The reactants are [OH:1][CH:2]([C:11]1[CH:16]=[CH:15][C:14]([C:17]2[N:21]=[C:20]([C:22]3[O:26][N:25]=[C:24]([C:27]4[CH:32]=[CH:31][CH:30]=[CH:29][CH:28]=4)[C:23]=3[C:33]([F:36])([F:35])[F:34])[O:19][N:18]=2)=[CH:13][CH:12]=1)[C:3]([NH:5][CH2:6][CH2:7][C:8](O)=[O:9])=[O:4].Cl.[NH:38]1[CH2:41][CH:40]([C:42]([O:44][CH3:45])=[O:43])[CH2:39]1.CN1CCOCC1.CN(C(ON1N=NC2C=CC=NC1=2)=[N+](C)C)C.F[P-](F)(F)(F)(F)F. The catalyst is CN(C=O)C. The product is [OH:1][CH:2]([C:11]1[CH:16]=[CH:15][C:14]([C:17]2[N:21]=[C:20]([C:22]3[O:26][N:25]=[C:24]([C:27]4[CH:28]=[CH:29][CH:30]=[CH:31][CH:32]=4)[C:23]=3[C:33]([F:34])([F:35])[F:36])[O:19][N:18]=2)=[CH:13][CH:12]=1)[C:3]([NH:5][CH2:6][CH2:7][C:8]([N:38]1[CH2:41][CH:40]([C:42]([O:44][CH3:45])=[O:43])[CH2:39]1)=[O:9])=[O:4]. The yield is 0.399.